From a dataset of CYP1A2 inhibition data for predicting drug metabolism from PubChem BioAssay. Regression/Classification. Given a drug SMILES string, predict its absorption, distribution, metabolism, or excretion properties. Task type varies by dataset: regression for continuous measurements (e.g., permeability, clearance, half-life) or binary classification for categorical outcomes (e.g., BBB penetration, CYP inhibition). Dataset: cyp1a2_veith. (1) The compound is C[C@H](Br)C(=O)Nc1ccc(C(=O)O)c(O)c1. The result is 0 (non-inhibitor). (2) The drug is O=S(=O)(NCCSCc1ccc(Cl)cc1Cl)c1ccc2c(c1)OCCO2. The result is 1 (inhibitor). (3) The molecule is O=C(O)c1cc(S(=O)(=O)N2CCCCC2)ccc1F. The result is 0 (non-inhibitor).